From a dataset of NCI-60 drug combinations with 297,098 pairs across 59 cell lines. Regression. Given two drug SMILES strings and cell line genomic features, predict the synergy score measuring deviation from expected non-interaction effect. (1) Drug 1: C1=NC2=C(N1)C(=S)N=C(N2)N. Drug 2: CC1C(C(=O)NC(C(=O)N2CCCC2C(=O)N(CC(=O)N(C(C(=O)O1)C(C)C)C)C)C(C)C)NC(=O)C3=C4C(=C(C=C3)C)OC5=C(C(=O)C(=C(C5=N4)C(=O)NC6C(OC(=O)C(N(C(=O)CN(C(=O)C7CCCN7C(=O)C(NC6=O)C(C)C)C)C)C(C)C)C)N)C. Cell line: NCI-H322M. Synergy scores: CSS=19.5, Synergy_ZIP=-6.37, Synergy_Bliss=-13.2, Synergy_Loewe=-14.1, Synergy_HSA=-14.1. (2) Cell line: A498. Synergy scores: CSS=14.3, Synergy_ZIP=-5.55, Synergy_Bliss=2.31, Synergy_Loewe=-1.89, Synergy_HSA=0.00641. Drug 2: C1=NC(=NC(=O)N1C2C(C(C(O2)CO)O)O)N. Drug 1: CCC1(CC2CC(C3=C(CCN(C2)C1)C4=CC=CC=C4N3)(C5=C(C=C6C(=C5)C78CCN9C7C(C=CC9)(C(C(C8N6C=O)(C(=O)OC)O)OC(=O)C)CC)OC)C(=O)OC)O.OS(=O)(=O)O. (3) Drug 1: CCCS(=O)(=O)NC1=C(C(=C(C=C1)F)C(=O)C2=CNC3=C2C=C(C=N3)C4=CC=C(C=C4)Cl)F. Drug 2: C1C(C(OC1N2C=NC3=C2NC=NCC3O)CO)O. Cell line: UO-31. Synergy scores: CSS=29.2, Synergy_ZIP=1.81, Synergy_Bliss=8.96, Synergy_Loewe=10.6, Synergy_HSA=10.7. (4) Drug 1: CC1C(C(CC(O1)OC2CC(CC3=C2C(=C4C(=C3O)C(=O)C5=C(C4=O)C(=CC=C5)OC)O)(C(=O)C)O)N)O.Cl. Drug 2: CC=C1C(=O)NC(C(=O)OC2CC(=O)NC(C(=O)NC(CSSCCC=C2)C(=O)N1)C(C)C)C(C)C. Cell line: NCI-H460. Synergy scores: CSS=47.3, Synergy_ZIP=1.09, Synergy_Bliss=0.774, Synergy_Loewe=-8.77, Synergy_HSA=3.47. (5) Drug 2: CC1=C(C(=O)C2=C(C1=O)N3CC4C(C3(C2COC(=O)N)OC)N4)N. Drug 1: COC1=CC(=CC(=C1O)OC)C2C3C(COC3=O)C(C4=CC5=C(C=C24)OCO5)OC6C(C(C7C(O6)COC(O7)C8=CC=CS8)O)O. Cell line: HOP-92. Synergy scores: CSS=48.0, Synergy_ZIP=4.89, Synergy_Bliss=6.78, Synergy_Loewe=-0.356, Synergy_HSA=6.72. (6) Drug 1: CCCCC(=O)OCC(=O)C1(CC(C2=C(C1)C(=C3C(=C2O)C(=O)C4=C(C3=O)C=CC=C4OC)O)OC5CC(C(C(O5)C)O)NC(=O)C(F)(F)F)O. Drug 2: N.N.Cl[Pt+2]Cl. Cell line: SF-268. Synergy scores: CSS=55.4, Synergy_ZIP=-4.44, Synergy_Bliss=-3.53, Synergy_Loewe=-6.85, Synergy_HSA=-1.25. (7) Drug 1: CC12CCC(CC1=CCC3C2CCC4(C3CC=C4C5=CN=CC=C5)C)O. Drug 2: COC1=C(C=C2C(=C1)N=CN=C2NC3=CC(=C(C=C3)F)Cl)OCCCN4CCOCC4. Cell line: RXF 393. Synergy scores: CSS=42.0, Synergy_ZIP=-1.02, Synergy_Bliss=5.97, Synergy_Loewe=7.23, Synergy_HSA=8.91.